From a dataset of Peptide-MHC class I binding affinity with 185,985 pairs from IEDB/IMGT. Regression. Given a peptide amino acid sequence and an MHC pseudo amino acid sequence, predict their binding affinity value. This is MHC class I binding data. (1) The peptide sequence is MPSEDGAEDL. The MHC is HLA-B51:01 with pseudo-sequence HLA-B51:01. The binding affinity (normalized) is 0. (2) The binding affinity (normalized) is 0.305. The MHC is HLA-A02:01 with pseudo-sequence HLA-A02:01. The peptide sequence is RLKKANLQI. (3) The peptide sequence is YMGLVKKAK. The MHC is HLA-A31:01 with pseudo-sequence HLA-A31:01. The binding affinity (normalized) is 0.644.